Predict the product of the given reaction. From a dataset of Forward reaction prediction with 1.9M reactions from USPTO patents (1976-2016). (1) Given the reactants [Cl:1][S:2]([N:5]=[C:6]=[O:7])(=[O:4])=[O:3].[CH3:8][CH2:9]/[CH:10]=[CH:11]/[CH2:12][CH3:13], predict the reaction product. The product is: [CH2:9]([CH:10]1[CH:11]([CH2:12][CH3:13])[C:6](=[O:7])[N:5]1[S:2]([Cl:1])(=[O:4])=[O:3])[CH3:8]. (2) Given the reactants [F:1][C:2]1[C:14]([F:15])=[C:13]([F:16])[CH:12]=[CH:11][C:3]=1[NH:4][CH:5]([CH3:10])[C:6]([O:8]C)=[O:7].[OH-].[Li+], predict the reaction product. The product is: [F:1][C:2]1[C:14]([F:15])=[C:13]([F:16])[CH:12]=[CH:11][C:3]=1[NH:4][CH:5]([CH3:10])[C:6]([OH:8])=[O:7]. (3) Given the reactants [CH2:1]([NH:4][C:5]1[CH:10]=[CH:9][C:8]([Cl:11])=[CH:7][C:6]=1[CH:12]([C:14]1[C:23]2[O:22][CH2:21][CH2:20][O:19][C:18]=2[CH:17]=[CH:16][CH:15]=1)[OH:13])[CH:2]=[CH2:3].C(=O)([O-])[O-].[K+].[K+].Cl[C:31](=[O:39])/[CH:32]=[CH:33]/[C:34]([O:36][CH2:37][CH3:38])=[O:35], predict the reaction product. The product is: [CH2:1]([N:4]([C:5]1[CH:10]=[CH:9][C:8]([Cl:11])=[CH:7][C:6]=1[CH:12]([C:14]1[C:23]2[O:22][CH2:21][CH2:20][O:19][C:18]=2[CH:17]=[CH:16][CH:15]=1)[OH:13])[C:31](=[O:39])/[CH:32]=[CH:33]/[C:34]([O:36][CH2:37][CH3:38])=[O:35])[CH:2]=[CH2:3]. (4) Given the reactants C(N(C(C)C)P1[O:21][C:20]2[CH:22]=[CH:23][C:24]3[CH:25]=CC=CC=3[C:19]=2[C:18]2[C:30]3[C:35](C=C[C:17]=2O1)=[CH:34][CH:33]=[CH:32][CH:31]=3)(C1C=CC=CC=1)C1C=CC=CC=1.C(OC)(C)(C)C.C=CCCCC.CC1CCCCC(=O)C=1, predict the reaction product. The product is: [CH2:30]([C@:18]1([CH3:17])[CH2:25][CH2:24][CH2:23][CH2:22][C:20](=[O:21])[CH2:19]1)[CH2:35][CH2:34][CH2:33][CH2:32][CH3:31]. (5) Given the reactants [Cl:1][C:2]1[CH:7]=[C:6]([Cl:8])[CH:5]=[CH:4][C:3]=1[CH:9]1[S:15][CH2:14][CH2:13][N:12]([CH2:16][C:17](OC)=[O:18])[C:11]2[N:21]([CH3:30])[N:22]=[C:23]([C:24]3[CH:29]=[CH:28][CH:27]=[CH:26][N:25]=3)[C:10]1=2.[C-]#[N:32].[K+].N, predict the reaction product. The product is: [Cl:1][C:2]1[CH:7]=[C:6]([Cl:8])[CH:5]=[CH:4][C:3]=1[CH:9]1[S:15][CH2:14][CH2:13][N:12]([CH2:16][C:17]([NH2:32])=[O:18])[C:11]2[N:21]([CH3:30])[N:22]=[C:23]([C:24]3[CH:29]=[CH:28][CH:27]=[CH:26][N:25]=3)[C:10]1=2.